This data is from Full USPTO retrosynthesis dataset with 1.9M reactions from patents (1976-2016). The task is: Predict the reactants needed to synthesize the given product. (1) Given the product [Cl:1][C:2]1[C:21]([C:27]2[CH:28]=[N:23][CH:24]=[N:25][CH:26]=2)=[CH:20][C:5]([C:6]([NH:8][C:9]2[CH:14]=[CH:13][C:12]([O:15][C:16]([F:19])([F:18])[F:17])=[CH:11][CH:10]=2)=[O:7])=[CH:4][N:3]=1, predict the reactants needed to synthesize it. The reactants are: [Cl:1][C:2]1[C:21](I)=[CH:20][C:5]([C:6]([NH:8][C:9]2[CH:14]=[CH:13][C:12]([O:15][C:16]([F:19])([F:18])[F:17])=[CH:11][CH:10]=2)=[O:7])=[CH:4][N:3]=1.[N:23]1[CH:28]=[C:27](B(O)O)[CH:26]=[N:25][CH:24]=1.C([O-])([O-])=O.[Na+].[Na+]. (2) Given the product [N:15]1[NH:16][N:17]=[N:18][C:14]=1[CH:11]1[CH2:12][CH2:13][N:8]([C:1]([O:3][C:4]([CH3:7])([CH3:6])[CH3:5])=[O:2])[CH2:9][CH2:10]1, predict the reactants needed to synthesize it. The reactants are: [C:1]([N:8]1[CH2:13][CH2:12][CH:11]([C:14]#[N:15])[CH2:10][CH2:9]1)([O:3][C:4]([CH3:7])([CH3:6])[CH3:5])=[O:2].[N-:16]=[N+:17]=[N-:18].[Na+].[Cl-].[NH4+].Cl. (3) Given the product [CH3:1][O:2][C:3]([N:5]1[C@H:13]2[C@H:8]([C@:9]([O:23][C:33](=[O:34])[C@@H:32]([NH:31][C:29]([O:28][C:24]([CH3:27])([CH3:26])[CH3:25])=[O:30])[CH2:36][CH2:37][CH2:38][CH2:39][NH:40][C:41]([O:43][C:44]([CH3:46])([CH3:47])[CH3:45])=[O:42])([C:14]#[C:15][C:16]3[CH:17]=[C:18]([CH3:22])[CH:19]=[CH:20][CH:21]=3)[CH2:10][CH2:11][CH2:12]2)[CH2:7][CH2:6]1)=[O:4], predict the reactants needed to synthesize it. The reactants are: [CH3:1][O:2][C:3]([N:5]1[C@@H:13]2[C@@H:8]([C@@:9]([OH:23])([C:14]#[C:15][C:16]3[CH:17]=[C:18]([CH3:22])[CH:19]=[CH:20][CH:21]=3)[CH2:10][CH2:11][CH2:12]2)[CH2:7][CH2:6]1)=[O:4].[C:24]([O:28][C:29]([NH:31][C@@H:32]([CH2:36][CH2:37][CH2:38][CH2:39][NH:40][C:41]([O:43][C:44]([CH3:47])([CH3:46])[CH3:45])=[O:42])[C:33](O)=[O:34])=[O:30])([CH3:27])([CH3:26])[CH3:25].